Regression. Given a peptide amino acid sequence and an MHC pseudo amino acid sequence, predict their binding affinity value. This is MHC class I binding data. From a dataset of Peptide-MHC class I binding affinity with 185,985 pairs from IEDB/IMGT. The peptide sequence is FLRKNQRAL. The MHC is HLA-B45:06 with pseudo-sequence HLA-B45:06. The binding affinity (normalized) is 0.213.